From a dataset of Full USPTO retrosynthesis dataset with 1.9M reactions from patents (1976-2016). Predict the reactants needed to synthesize the given product. (1) The reactants are: C(O)(=O)C1C=C[C:5]([C:6]([OH:8])=O)=CC=1.[N-]=C=O.[N-]=C=O.O=C1CC(C)(C)CC(C)=C1.[OH:29][C:30]1[CH:35]=[CH:34][C:33]([C:36]([C:39]2[CH:44]=[CH:43][C:42]([OH:45])=[CH:41][CH:40]=2)([CH3:38])[CH3:37])=[CH:32][CH:31]=1.C1OC1C.NCCCCCCN. Given the product [OH:29][C:30]1[CH:31]=[CH:32][C:33]([C:36]([C:39]2[CH:40]=[CH:41][C:42]([OH:45])=[CH:43][CH:44]=2)([CH3:38])[CH3:37])=[CH:34][CH:35]=1.[CH2:6]1[O:8][CH2:5]1, predict the reactants needed to synthesize it. (2) Given the product [CH2:1]([N:3]1[CH2:24][CH2:23][N:22]([C:25]2[C:34]3[C:29](=[CH:30][CH:31]=[CH:32][CH:33]=3)[CH:28]=[C:27]([C:35]3[CH:40]=[CH:39][C:38]([CH2:41][CH2:42][CH2:43][F:10])=[N:11][CH:16]=3)[N:26]=2)[CH2:5][CH2:4]1)[CH3:2], predict the reactants needed to synthesize it. The reactants are: [CH2:1]([N:3](S(F)(F)F)[CH2:4][CH3:5])[CH3:2].[FH:10].[N:11]1[CH:16]=CC=CC=1.C(N1[CH2:24][CH2:23][N:22]([C:25]2[C:34]3[C:29](=[CH:30][CH:31]=[CH:32][CH:33]=3)[CH:28]=[C:27]([C:35]3[CH:40]=[CH:39][C:38]([CH2:41][CH2:42][CH2:43]O)=CN=3)[N:26]=2)CC1)C.